Dataset: Full USPTO retrosynthesis dataset with 1.9M reactions from patents (1976-2016). Task: Predict the reactants needed to synthesize the given product. (1) Given the product [Br:44][C:45]1[CH:46]=[C:47]([CH2:52][C:53]([O:55][C:5]([CH3:8])([CH3:6])[CH3:4])=[O:54])[CH:48]=[C:49]([F:51])[CH:50]=1, predict the reactants needed to synthesize it. The reactants are: ClC1C=[CH:6][C:5]([C:8]2C(C[CH2:8][C:5]3[CH:6]=CC=C[C:4]=3CC(O)=O)=NC3C(N=2)=C[CH:6]=[C:5]([C:8](N2CC[CH:8]([C:5]4[CH:6]=CC=C[CH:4]=4)CC2)=O)[CH:4]=3)=[CH:4]C=1.[Br:44][C:45]1[CH:46]=[C:47]([CH2:52][C:53]([OH:55])=[O:54])[CH:48]=[C:49]([F:51])[CH:50]=1.C(OC(C(F)(F)F)=O)(C(F)(F)F)=O. (2) Given the product [Cl:1][C:2]1[C:3]([NH:13][CH2:14][C:15]([NH:18][C:19](=[O:27])[C:20]2[CH:21]=[CH:22][C:23]([F:26])=[CH:24][CH:25]=2)([CH3:17])[CH3:16])=[N:4][CH:5]=[C:6]([CH2:7][OH:8])[CH:12]=1, predict the reactants needed to synthesize it. The reactants are: [Cl:1][C:2]1[C:3]([NH:13][CH2:14][C:15]([NH:18][C:19](=[O:27])[C:20]2[CH:25]=[CH:24][C:23]([F:26])=[CH:22][CH:21]=2)([CH3:17])[CH3:16])=[N:4][CH:5]=[C:6]([CH:12]=1)[C:7](OCC)=[O:8].[Li+].[BH4-].Cl.C(=O)([O-])[O-].[K+].[K+]. (3) Given the product [CH3:1][C:2]1([CH3:47])[C@@H:5]([C:6]([N:8]2[CH2:9][CH2:10][CH2:11][CH2:12][CH2:13]2)=[O:7])[CH2:4][C@H:3]1[NH:14][C:15]([C@:17]12[CH2:43][CH2:42][C@@H:41]([C:44]3([CH3:48])[CH2:46][CH2:45]3)[CH:18]1[C@@H:19]1[C@@:32]([CH3:35])([CH2:33][CH2:34]2)[C@@:31]2([CH3:36])[C@@H:22]([C@:23]3([CH3:40])[C@@H:28]([CH2:29][CH2:30]2)[C:27]([CH3:37])([CH3:38])[C@@H:26]([OH:39])[CH2:25][CH2:24]3)[CH2:21][CH2:20]1)=[O:16], predict the reactants needed to synthesize it. The reactants are: [CH3:1][C:2]1([CH3:47])[C@@H:5]([C:6]([N:8]2[CH2:13][CH2:12][CH2:11][CH2:10][CH2:9]2)=[O:7])[CH2:4][C@H:3]1[NH:14][C:15]([C@:17]12[CH2:43][CH2:42][C@@H:41]([C:44]([CH3:46])=[CH2:45])[CH:18]1[C@@H:19]1[C@@:32]([CH3:35])([CH2:33][CH2:34]2)[C@@:31]2([CH3:36])[C@@H:22]([C@:23]3([CH3:40])[C@@H:28]([CH2:29][CH2:30]2)[C:27]([CH3:38])([CH3:37])[C@@H:26]([OH:39])[CH2:25][CH2:24]3)[CH2:21][CH2:20]1)=[O:16].[CH2:48]([Zn]CC)C.C1(C)C=CC=CC=1.ICI. (4) Given the product [Cl:1][C:2]1[CH:3]=[C:4]([C:24]2[C:25]3[CH2:32][CH2:31][CH:30]([NH:33][C:34](=[O:37])[CH2:35][CH3:36])[C:26]=3[CH:27]=[N:28][CH:29]=2)[CH:5]=[C:6]2[C:11]=1[N:10]([CH3:12])[C:9](=[O:13])[CH2:8][CH2:7]2, predict the reactants needed to synthesize it. The reactants are: [Cl:1][C:2]1[CH:3]=[C:4](B2OC(C)(C)C(C)(C)O2)[CH:5]=[C:6]2[C:11]=1[N:10]([CH3:12])[C:9](=[O:13])[CH2:8][CH2:7]2.Br[C:24]1[C:25]2[CH2:32][CH2:31][CH:30]([NH:33][C:34](=[O:37])[CH2:35][CH3:36])[C:26]=2[CH:27]=[N:28][CH:29]=1. (5) Given the product [F:15][C:12]([F:13])([F:14])[C:7]1([C:23]2[CH:28]=[CH:27][CH:26]=[CH:25][CH:24]=2)[C:6]2[C:10](=[CH:11][C:3]([O:2][CH3:1])=[C:4]([CH:16]=[O:17])[CH:5]=2)[CH2:9][O:8]1, predict the reactants needed to synthesize it. The reactants are: [CH3:1][O:2][C:3]1[CH:11]=[C:10]2[C:6]([CH:7]([C:12]([F:15])([F:14])[F:13])[O:8][CH2:9]2)=[CH:5][C:4]=1[CH:16]=[O:17].FC(F)(F)C1([C:23]2[CH:28]=[CH:27][CH:26]=[CH:25][CH:24]=2)[C:28]2[C:23](=[CH:24][C:25](OC)=[CH:26][CH:27]=2)CO1. (6) The reactants are: [C:1]([OH:10])(=[O:9])[C:2]1[C:3](=[CH:5][CH:6]=[CH:7][CH:8]=1)[NH2:4].[CH3:11][O:12][C:13]1[CH:14]=[C:15]([CH:19]=[CH:20][CH:21]=1)[C:16](Cl)=O. Given the product [CH3:11][O:12][C:13]1[CH:14]=[C:15]([C:16]2[O:9][C:1](=[O:10])[C:2]3[CH:8]=[CH:7][CH:6]=[CH:5][C:3]=3[N:4]=2)[CH:19]=[CH:20][CH:21]=1, predict the reactants needed to synthesize it. (7) Given the product [C:6]([O:8][CH3:9])(=[O:7])[CH2:5][CH2:4][CH2:3][CH2:2][CH2:1][CH2:24][CH2:25][CH2:26][CH2:27][CH2:28][CH2:29]/[CH:30]=[CH:31]\[CH2:32][CH2:33][CH2:34][CH2:35][CH2:36][CH2:37][CH2:38][CH3:39], predict the reactants needed to synthesize it. The reactants are: [CH2:1](O)[C@H:2]1[O:7][C@H:6]([O:8][C@:9]2(CO)O[C@H](CO)[C@@H](O)[C@@H]2O)[C@H:5](O)[C@@H:4](O)[C@@H:3]1O.[C:24]([O-])(=O)[CH2:25][CH2:26][CH2:27][CH2:28][CH2:29][CH2:30][CH2:31][CH2:32][CH2:33][CH2:34][CH2:35][CH2:36][CH2:37][CH2:38][CH2:39]CC.[Na+].OO.